From a dataset of Catalyst prediction with 721,799 reactions and 888 catalyst types from USPTO. Predict which catalyst facilitates the given reaction. (1) The catalyst class is: 5. Reactant: C(O[C:6]([N:8]1[CH2:13][CH2:12][C:11]([CH:15]([C:38]2[CH:43]=[CH:42][C:41]([F:44])=[CH:40][CH:39]=2)[C:16]([N:18]2[CH2:23][CH2:22][N:21]([CH2:24][CH2:25][CH2:26][CH2:27][C:28]3[C:37]4[C:32](=[CH:33][CH:34]=[CH:35][CH:36]=4)[CH:31]=[CH:30][CH:29]=3)[CH2:20][CH2:19]2)=[O:17])([OH:14])[CH2:10][CH2:9]1)=O)(C)(C)C.Cl.O1CCOCC1. Product: [F:44][C:41]1[CH:42]=[CH:43][C:38]([CH:15]([C:11]2([OH:14])[CH2:10][CH2:9][N:8]([CH3:6])[CH2:13][CH2:12]2)[C:16]([N:18]2[CH2:23][CH2:22][N:21]([CH2:24][CH2:25][CH2:26][CH2:27][C:28]3[C:37]4[C:32](=[CH:33][CH:34]=[CH:35][CH:36]=4)[CH:31]=[CH:30][CH:29]=3)[CH2:20][CH2:19]2)=[O:17])=[CH:39][CH:40]=1. (2) Reactant: [C:1]([C:3]1[CH:24]=[CH:23][C:6]([C:7]([N:9]([CH2:21][CH3:22])[C:10]2[C:11]([O:19][CH3:20])=[C:12]([CH:16]=[CH:17][CH:18]=2)[C:13]([O-:15])=[O:14])=[O:8])=[CH:5][CH:4]=1)#[N:2].[OH-].[Na+]. Product: [C:1]([C:3]1[CH:4]=[CH:5][C:6]([C:7]([N:9]([CH2:21][CH3:22])[C:10]2[C:11]([O:19][CH3:20])=[C:12]([CH:16]=[CH:17][CH:18]=2)[C:13]([OH:15])=[O:14])=[O:8])=[CH:23][CH:24]=1)#[N:2]. The catalyst class is: 5. (3) Reactant: OC1C(O)=CC=CC=1C([O:6][CH:7]([C:26]1[CH:31]=[CH:30][C:29]([F:32])=[CH:28][C:27]=1[F:33])[C:8]([C:10]1[CH:15]=[CH:14][C:13](=[O:16])[N:12]([C:17]2[C:22]([CH3:23])=[CH:21][C:20]([Cl:24])=[CH:19][C:18]=2[CH3:25])[CH:11]=1)=O)=O.C[N:40](C)[CH:41]=[O:42].[C:44]([O-:47])(=O)[CH3:45].[NH4+].[OH-:49].[Na+]. Product: [Cl:24][C:20]1[CH:21]=[C:22]([CH3:23])[C:17]([N:12]2[C:13](=[O:16])[CH:14]=[CH:15][C:10]([CH:8]([NH:40][C:41](=[O:42])[C:7]3[CH:8]=[CH:10][CH:45]=[C:44]([OH:47])[C:26]=3[OH:49])[C:7]([C:26]3[CH:31]=[CH:30][C:29]([F:32])=[CH:28][C:27]=3[F:33])=[O:6])=[CH:11]2)=[C:18]([CH3:25])[CH:19]=1. The catalyst class is: 15. (4) The catalyst class is: 71. Product: [CH3:25][O:24][C:7]1[CH:6]=[CH:5][C:4]2[N:3]=[C:2]([NH:36][C:33]3[CH:34]=[C:35]4[C:30]([CH:29]=[N:28][N:27]4[CH3:26])=[CH:31][CH:32]=3)[C:11]3=[N:12][NH:13][CH:14]=[C:10]3[C:9]=2[CH:8]=1. Reactant: Cl[C:2]1[C:11]2=[N:12][N:13](CC3C=CC(OC)=CC=3)[CH:14]=[C:10]2[C:9]2[CH:8]=[C:7]([O:24][CH3:25])[CH:6]=[CH:5][C:4]=2[N:3]=1.[CH3:26][N:27]1[C:35]2[C:30](=[CH:31][CH:32]=[C:33]([NH2:36])[CH:34]=2)[CH:29]=[N:28]1.Cl. (5) Product: [NH2:3][C:4]1[CH:5]=[C:6]([O:16][CH3:17])[C:7]([C:8]([O-:10])=[O:9])=[C:12]([O:14][CH3:15])[CH:13]=1.[Na+:2]. The catalyst class is: 5. Reactant: [OH-].[Na+:2].[NH2:3][C:4]1[CH:13]=[C:12]([O:14][CH3:15])[C:7]([C:8]([O:10]C)=[O:9])=[C:6]([O:16][CH3:17])[CH:5]=1. (6) Reactant: O1[CH2:5][CH2:4][CH2:3]C1.[CH3:6][C:7](C)([O-])[CH3:8].[K+].[Br:12][C:13]1[CH:25]=[CH:24][C:23]2[C:22]3[C:17](=[CH:18][CH:19]=[CH:20][CH:21]=3)[CH2:16][C:15]=2[CH:14]=1.C(Br)CC. Product: [Br:12][C:13]1[CH:25]=[CH:24][C:23]2[C:22]3[C:17](=[CH:18][CH:19]=[CH:20][CH:21]=3)[C:16]([CH2:6][CH2:7][CH3:8])([CH2:3][CH2:4][CH3:5])[C:15]=2[CH:14]=1. The catalyst class is: 69.